From a dataset of Catalyst prediction with 721,799 reactions and 888 catalyst types from USPTO. Predict which catalyst facilitates the given reaction. (1) The catalyst class is: 5. Reactant: C(OC([N:8]1[CH2:13][CH2:12][CH2:11][C@@H:10]([C:14](=[O:39])[NH:15][C:16]2[CH:21]=[C:20]([C:22]3[CH:27]=[CH:26][CH:25]=[C:24]([NH:28][CH2:29][C@H:30]4[CH2:35][CH2:34][O:33][C:32]([CH3:37])([CH3:36])[CH2:31]4)[N:23]=3)[C:19]([Cl:38])=[CH:18][N:17]=2)[CH2:9]1)=O)(C)(C)C.C(OC([N:47]1[CH2:52][CH2:51][CH2:50][C@@H:49]([C:53](=[O:78])[NH:54][C:55]2[CH:60]=[C:59]([C:61]3[CH:66]=[CH:65][CH:64]=[C:63]([NH:67][CH2:68][C@@H:69]4[CH2:74][CH2:73][O:72][C:71]([CH3:76])([CH3:75])[CH2:70]4)[N:62]=3)[C:58]([Cl:77])=[CH:57][N:56]=2)[CH2:48]1)=O)(C)(C)C.Cl.O1CCOCC1. Product: [Cl:38][C:19]1[C:20]([C:22]2[CH:27]=[CH:26][CH:25]=[C:24]([NH:28][CH2:29][C@H:30]3[CH2:35][CH2:34][O:33][C:32]([CH3:37])([CH3:36])[CH2:31]3)[N:23]=2)=[CH:21][C:16]([NH:15][C:14]([C@@H:10]2[CH2:11][CH2:12][CH2:13][NH:8][CH2:9]2)=[O:39])=[N:17][CH:18]=1.[Cl:77][C:58]1[C:59]([C:61]2[CH:66]=[CH:65][CH:64]=[C:63]([NH:67][CH2:68][C@@H:69]3[CH2:74][CH2:73][O:72][C:71]([CH3:76])([CH3:75])[CH2:70]3)[N:62]=2)=[CH:60][C:55]([NH:54][C:53]([C@@H:49]2[CH2:50][CH2:51][CH2:52][NH:47][CH2:48]2)=[O:78])=[N:56][CH:57]=1. (2) Reactant: O[Li].O.O.C[O:6][C:7](=[O:21])[CH2:8][NH:9][C:10]([C:12]1[NH:16][C:15]2[CH:17]=[CH:18][CH:19]=[CH:20][C:14]=2[N:13]=1)=[O:11]. Product: [NH:13]1[C:14]2[CH:20]=[CH:19][CH:18]=[CH:17][C:15]=2[N:16]=[C:12]1[C:10]([NH:9][CH2:8][C:7]([OH:21])=[O:6])=[O:11]. The catalyst class is: 1. (3) Reactant: [NH2:1][CH:2]1[CH2:7][CH2:6][N:5]([C:8]([O:10][C:11]([CH3:14])([CH3:13])[CH3:12])=[O:9])[CH2:4][CH2:3]1.C(N(C(C)C)CC)(C)C.Br[CH2:25][C:26]([O:28][CH2:29][CH3:30])=[O:27]. Product: [C:11]([O:10][C:8]([N:5]1[CH2:4][CH2:3][CH:2]([NH:1][CH2:25][C:26]([O:28][CH2:29][CH3:30])=[O:27])[CH2:7][CH2:6]1)=[O:9])([CH3:14])([CH3:13])[CH3:12]. The catalyst class is: 10. (4) Reactant: [C:1]1([C:7]2[CH:8]=[CH:9][C:10]3[O:14][C:13]([C:15]4[CH:22]=[CH:21][C:18]([CH:19]=O)=[CH:17][CH:16]=4)=[CH:12][C:11]=3[CH:23]=2)[CH:6]=[CH:5][CH:4]=[CH:3][CH:2]=1.[NH:24]1[CH2:27][CH:26]([C:28]([OH:30])=[O:29])[CH2:25]1.C([BH3-])#N.[Na+]. Product: [C:1]1([C:7]2[CH:8]=[CH:9][C:10]3[O:14][C:13]([C:15]4[CH:16]=[CH:17][C:18]([CH2:19][N:24]5[CH2:27][CH:26]([C:28]([OH:30])=[O:29])[CH2:25]5)=[CH:21][CH:22]=4)=[CH:12][C:11]=3[CH:23]=2)[CH:6]=[CH:5][CH:4]=[CH:3][CH:2]=1. The catalyst class is: 816. (5) Reactant: Cl[C:2]1[CH:3]=[CH:4][C:5]2[N:11]3[CH2:12][C@H:8]([CH2:9][CH2:10]3)[N:7]([C:13]([NH:15][C:16]3[CH:21]=[N:20][CH:19]=[CH:18][N:17]=3)=[O:14])[C:6]=2[N:22]=1.[CH2:23]([N:30]1[CH2:35][CH2:34][NH:33][CH2:32][CH:31]1[CH3:36])[C:24]1[CH:29]=[CH:28][CH:27]=[CH:26][CH:25]=1.C([O-])([O-])=O.[Cs+].[Cs+].O. Product: [CH2:23]([N:30]1[CH2:35][CH2:34][N:33]([C:2]2[CH:3]=[CH:4][C:5]3[N:11]4[CH2:12][C@H:8]([CH2:9][CH2:10]4)[N:7]([C:13]([NH:15][C:16]4[CH:21]=[N:20][CH:19]=[CH:18][N:17]=4)=[O:14])[C:6]=3[N:22]=2)[CH2:32][CH:31]1[CH3:36])[C:24]1[CH:29]=[CH:28][CH:27]=[CH:26][CH:25]=1. The catalyst class is: 12. (6) Reactant: CN1C=CN=C1.[Cl:7][C:8]1[S:12][C:11]([C:13]([OH:15])=O)=[CH:10][CH:9]=1.CS(Cl)(=O)=O.[NH2:21][CH2:22][C@@H:23]1[O:27][C:26](=[O:28])[N:25]([C:29]2[CH:34]=[CH:33][C:32]([N:35]3[CH2:40][CH2:39][O:38][CH2:37][C:36]3=[O:41])=[CH:31][CH:30]=2)[CH2:24]1. Product: [CH:33]1[C:32]([N:35]2[C:36](=[O:41])[CH2:37][O:38][CH2:39][CH2:40]2)=[CH:31][CH:30]=[C:29]([N:25]2[C:26](=[O:28])[O:27][C@@H:23]([CH2:22][NH:21][C:13]([C:11]3[S:12][C:8]([Cl:7])=[CH:9][CH:10]=3)=[O:15])[CH2:24]2)[CH:34]=1. The catalyst class is: 46. (7) Reactant: C(=O)([O-])[O-].[Na+].[Na+].[ClH:7].[N:8]12[CH2:15][CH2:14][CH:11]([CH2:12][CH2:13]1)[C@@H:10]([NH:16][C:17]([C:19]1[S:20][C:21]3[C:27](Br)=[CH:26][CH:25]=[CH:24][C:22]=3[CH:23]=1)=[O:18])[CH2:9]2.[C:29]([NH:32][C:33]1[CH:34]=[C:35](B(O)O)[CH:36]=[CH:37][CH:38]=1)(=[O:31])[CH3:30].[OH-].[Na+]. Product: [ClH:7].[C:29]([NH:32][C:33]1[CH:38]=[C:37]([C:27]2[C:21]3[S:20][C:19]([C:17]([NH:16][C@@H:10]4[CH:11]5[CH2:14][CH2:15][N:8]([CH2:13][CH2:12]5)[CH2:9]4)=[O:18])=[CH:23][C:22]=3[CH:24]=[CH:25][CH:26]=2)[CH:36]=[CH:35][CH:34]=1)(=[O:31])[CH3:30]. The catalyst class is: 151.